Dataset: Reaction yield outcomes from USPTO patents with 853,638 reactions. Task: Predict the reaction yield, written as a fraction of the theoretical maximum amount of product (1.0 means a 100% yield; for example, 0.34 means a 34% yield). (1) The reactants are [Cl:1][C:2]1[C:3]([F:25])=[C:4]([C:17]2[CH:22]=[C:21]([O:23]C)[N:20]=[CH:19][N:18]=2)[C:5]([N:8]2[CH:12]=[C:11]([C:13]([F:16])([F:15])[F:14])[N:10]=[N:9]2)=[CH:6][CH:7]=1.Br. The catalyst is CC(O)=O. The product is [Cl:1][C:2]1[C:3]([F:25])=[C:4]([C:17]2[N:18]=[CH:19][N:20]=[C:21]([OH:23])[CH:22]=2)[C:5]([N:8]2[CH:12]=[C:11]([C:13]([F:16])([F:14])[F:15])[N:10]=[N:9]2)=[CH:6][CH:7]=1. The yield is 0.727. (2) The reactants are [Br:1][C:2]1[C:10]2[O:9][CH:8]([CH2:11][OH:12])[CH2:7][C:6]=2[CH:5]=[C:4]([C:13]#[N:14])[CH:3]=1.[C:15]1([CH3:25])[CH:20]=[CH:19][C:18]([S:21](Cl)(=[O:23])=[O:22])=[CH:17][CH:16]=1.CC1C=CC(S(OCC2CC3C(C(F)(F)F)=CC=C(Cl)C=3O2)(=O)=O)=CC=1. No catalyst specified. The product is [CH3:25][C:15]1[CH:20]=[CH:19][C:18]([S:21]([O:12][CH2:11][CH:8]2[CH2:7][C:6]3[CH:5]=[C:4]([C:13]#[N:14])[CH:3]=[C:2]([Br:1])[C:10]=3[O:9]2)(=[O:23])=[O:22])=[CH:17][CH:16]=1. The yield is 0.720. (3) The reactants are [CH:1]1([NH2:4])[CH2:3][CH2:2]1.Cl[CH2:6][C:7]1[O:8][C:9]([CH3:12])=[N:10][N:11]=1. No catalyst specified. The product is [CH:1]1([NH:4][CH2:6][C:7]2[O:8][C:9]([CH3:12])=[N:10][N:11]=2)[CH2:3][CH2:2]1. The yield is 0.350. (4) The reactants are [Cl:1][C:2]1[CH:11]=[C:10]([CH3:12])[CH:9]=[C:8]([Cl:13])[C:3]=1[O:4][CH2:5][CH2:6][OH:7].[H-].[Na+].Br[C:17]1[CH:22]=[CH:21][C:20]([Br:23])=[CH:19][N:18]=1. The catalyst is C1COCC1. The product is [Br:23][C:20]1[CH:21]=[CH:22][C:17]([O:7][CH2:6][CH2:5][O:4][C:3]2[C:2]([Cl:1])=[CH:11][C:10]([CH3:12])=[CH:9][C:8]=2[Cl:13])=[N:18][CH:19]=1. The yield is 0.790. (5) The reactants are Cl[C:2]1[N:11]=[CH:10][CH:9]=[C:8]([C:12]#[N:13])[C:3]=1[C:4]([O:6][CH3:7])=[O:5].[CH2:14]([N:16]1[CH:20]=[C:19](B2OC(C)(C)C(C)(C)O2)[CH:18]=[N:17]1)[CH3:15].C([O-])([O-])=O.[Na+].[Na+].O. The catalyst is COCCOC.C1C=CC([P]([Pd]([P](C2C=CC=CC=2)(C2C=CC=CC=2)C2C=CC=CC=2)([P](C2C=CC=CC=2)(C2C=CC=CC=2)C2C=CC=CC=2)[P](C2C=CC=CC=2)(C2C=CC=CC=2)C2C=CC=CC=2)(C2C=CC=CC=2)C2C=CC=CC=2)=CC=1.CCOC(C)=O. The product is [C:12]([C:8]1[C:3]([C:4]([O:6][CH3:7])=[O:5])=[C:2]([C:19]2[CH:18]=[N:17][N:16]([CH2:14][CH3:15])[CH:20]=2)[N:11]=[CH:10][CH:9]=1)#[N:13]. The yield is 0.980. (6) The product is [Cl:26][C:20]1[C:19]([CH3:27])=[C:18]([NH:17][C@@H:10]([C:11]2[O:12][C:13]([CH3:16])=[N:14][N:15]=2)[C@@H:9]([OH:8])[CH3:28])[CH:25]=[CH:24][C:21]=1[C:22]#[N:23]. The catalyst is C1COCC1. The reactants are [Si]([O:8][C@@H:9]([CH3:28])[C@@H:10]([NH:17][C:18]1[CH:25]=[CH:24][C:21]([C:22]#[N:23])=[C:20]([Cl:26])[C:19]=1[CH3:27])[C:11]1[O:12][C:13]([CH3:16])=[N:14][N:15]=1)(C(C)(C)C)(C)C.CCCC[N+](CCCC)(CCCC)CCCC.[F-]. The yield is 0.950.